Dataset: NCI-60 drug combinations with 297,098 pairs across 59 cell lines. Task: Regression. Given two drug SMILES strings and cell line genomic features, predict the synergy score measuring deviation from expected non-interaction effect. (1) Drug 1: CCCCCOC(=O)NC1=NC(=O)N(C=C1F)C2C(C(C(O2)C)O)O. Drug 2: C1CN(CCN1C(=O)CCBr)C(=O)CCBr. Cell line: LOX IMVI. Synergy scores: CSS=47.2, Synergy_ZIP=1.56, Synergy_Bliss=2.55, Synergy_Loewe=-0.303, Synergy_HSA=6.34. (2) Drug 1: CC1=C(C=C(C=C1)C(=O)NC2=CC(=CC(=C2)C(F)(F)F)N3C=C(N=C3)C)NC4=NC=CC(=N4)C5=CN=CC=C5. Drug 2: C1=NC2=C(N=C(N=C2N1C3C(C(C(O3)CO)O)F)Cl)N. Cell line: HOP-92. Synergy scores: CSS=-3.40, Synergy_ZIP=-2.23, Synergy_Bliss=-1.31, Synergy_Loewe=-28.9, Synergy_HSA=-11.4. (3) Drug 1: CC12CCC3C(C1CCC2O)C(CC4=C3C=CC(=C4)O)CCCCCCCCCS(=O)CCCC(C(F)(F)F)(F)F. Drug 2: C(CN)CNCCSP(=O)(O)O. Cell line: SNB-75. Synergy scores: CSS=2.01, Synergy_ZIP=-1.05, Synergy_Bliss=1.27, Synergy_Loewe=-2.19, Synergy_HSA=0.497. (4) Drug 1: CC12CCC(CC1=CCC3C2CCC4(C3CC=C4C5=CN=CC=C5)C)O. Drug 2: CCC1(C2=C(COC1=O)C(=O)N3CC4=CC5=C(C=CC(=C5CN(C)C)O)N=C4C3=C2)O.Cl. Cell line: PC-3. Synergy scores: CSS=11.6, Synergy_ZIP=-2.36, Synergy_Bliss=-1.49, Synergy_Loewe=-10.8, Synergy_HSA=-0.807. (5) Drug 1: C1CC(=O)NC(=O)C1N2CC3=C(C2=O)C=CC=C3N. Drug 2: CCCCCOC(=O)NC1=NC(=O)N(C=C1F)C2C(C(C(O2)C)O)O. Cell line: HCT116. Synergy scores: CSS=7.40, Synergy_ZIP=4.85, Synergy_Bliss=5.29, Synergy_Loewe=5.02, Synergy_HSA=5.07.